The task is: Predict the product of the given reaction.. This data is from Forward reaction prediction with 1.9M reactions from USPTO patents (1976-2016). (1) The product is: [CH3:36][N:34]([CH3:35])[C:31]1[CH:30]=[CH:29][C:28]([C:26]([C:25]2[CH:8]([C:7]3[CH:10]=[CH:11][C:4]([CH:1]([CH3:3])[CH3:2])=[CH:5][CH:6]=3)[N:12]([C:13]3[N:14]=[N:15][C:16]([CH3:19])=[CH:17][CH:18]=3)[C:23](=[O:22])[C:24]=2[OH:37])=[O:27])=[CH:33][CH:32]=1. Given the reactants [CH:1]([C:4]1[CH:11]=[CH:10][C:7]([CH:8]=O)=[CH:6][CH:5]=1)([CH3:3])[CH3:2].[NH2:12][C:13]1[N:14]=[N:15][C:16]([CH3:19])=[CH:17][CH:18]=1.C([O:22][C:23](=O)[C:24]([OH:37])=[CH:25][C:26]([C:28]1[CH:33]=[CH:32][C:31]([N:34]([CH3:36])[CH3:35])=[CH:30][CH:29]=1)=[O:27])C, predict the reaction product. (2) Given the reactants [C:1]1([NH:7]N)[CH:6]=[CH:5][CH:4]=[CH:3][CH:2]=1.[N+:9]([C:12]1[CH:17]=[CH:16][C:15]([CH2:18][C:19]([C:21]2[CH:26]=[CH:25][CH:24]=[CH:23][CH:22]=2)=O)=[CH:14][CH:13]=1)([O-:11])=[O:10].S(=O)(=O)(O)O.C(OCC)(=O)C.CCCCCCC, predict the reaction product. The product is: [N+:9]([C:12]1[CH:17]=[CH:16][C:15]([C:18]2[C:6]3[C:1](=[CH:2][CH:3]=[CH:4][CH:5]=3)[NH:7][C:19]=2[C:21]2[CH:26]=[CH:25][CH:24]=[CH:23][CH:22]=2)=[CH:14][CH:13]=1)([O-:11])=[O:10]. (3) Given the reactants [C:1]([O:5][C:6]([N:8]1[CH2:13][CH2:12][NH:11][CH2:10][C@@H:9]1[C@@H:14]([OH:37])[C@H:15]([N:23]=[C:24]([C:31]1[CH:36]=[CH:35][CH:34]=[CH:33][CH:32]=1)[C:25]1[CH:30]=[CH:29][CH:28]=[CH:27][CH:26]=1)[CH2:16][C:17]1[CH:22]=[CH:21][CH:20]=[CH:19][CH:18]=1)=[O:7])([CH3:4])([CH3:3])[CH3:2].[CH3:38][CH:39]([CH3:46])[CH2:40][CH2:41][CH2:42][C:43](O)=[O:44].CCN=C=NCCCN(C)C.C1C=CC2N(O)N=NC=2C=1.C(N(CC)CC)C.CN(C1C=CC=CN=1)C, predict the reaction product. The product is: [C:1]([O:5][C:6]([N:8]1[CH2:13][CH2:12][N:11]([C:43](=[O:44])[CH2:42][CH2:41][CH2:40][CH:39]([CH3:46])[CH3:38])[CH2:10][C@@H:9]1[C@@H:14]([OH:37])[C@H:15]([N:23]=[C:24]([C:25]1[CH:26]=[CH:27][CH:28]=[CH:29][CH:30]=1)[C:31]1[CH:32]=[CH:33][CH:34]=[CH:35][CH:36]=1)[CH2:16][C:17]1[CH:22]=[CH:21][CH:20]=[CH:19][CH:18]=1)=[O:7])([CH3:4])([CH3:2])[CH3:3]. (4) Given the reactants [CH3:1][C:2]1[C:11]2[C:6](=[CH:7][CH:8]=[CH:9][CH:10]=2)[C:5](B(O)O)=[CH:4][CH:3]=1.Br[C:16]1[C:25]([C:26]([O:28][CH3:29])=[O:27])=[CH:24][CH:23]=[CH:22][C:17]=1[C:18]([O:20][CH3:21])=[O:19].C([O-])([O-])=O.[Na+].[Na+].N#N, predict the reaction product. The product is: [CH3:1][C:2]1[C:11]2[C:6](=[CH:7][CH:8]=[CH:9][CH:10]=2)[C:5]([C:16]2[C:17]([C:18]([O:20][CH3:21])=[O:19])=[CH:22][CH:23]=[CH:24][C:25]=2[C:26]([O:28][CH3:29])=[O:27])=[CH:4][CH:3]=1. (5) Given the reactants Cl[C:2]1[C:3]2[CH2:17][CH2:16][CH2:15][C:4]=2[N:5]=[C:6]([C:8]2[CH:13]=[CH:12][CH:11]=[C:10]([Cl:14])[CH:9]=2)[N:7]=1.[NH2:18][C:19]1[CH:24]=[CH:23][C:22]([CH2:25][C:26]([OH:28])=[O:27])=[CH:21][CH:20]=1, predict the reaction product. The product is: [Cl:14][C:10]1[CH:9]=[C:8]([C:6]2[N:7]=[C:2]([NH:18][C:19]3[CH:20]=[CH:21][C:22]([CH2:25][C:26]([OH:28])=[O:27])=[CH:23][CH:24]=3)[C:3]3[CH2:17][CH2:16][CH2:15][C:4]=3[N:5]=2)[CH:13]=[CH:12][CH:11]=1.